From a dataset of Full USPTO retrosynthesis dataset with 1.9M reactions from patents (1976-2016). Predict the reactants needed to synthesize the given product. (1) Given the product [CH2:1]([C@@:4]1([O:32][CH2:33][C:34]2[CH:39]=[CH:38][CH:37]=[CH:36][CH:35]=2)[C@@H:8]([CH2:9][O:10][CH2:11][C:12]2[CH:13]=[CH:14][CH:15]=[CH:16][CH:17]=2)[O:7][C@@H:6]([N:18]2[CH:26]=[C:24]([CH3:25])[C:22](=[O:23])[NH:21][C:19]2=[O:20])[C@H:5]1[OH:27])[CH:2]=[CH2:3], predict the reactants needed to synthesize it. The reactants are: [CH2:1]([C@@:4]1([O:32][CH2:33][C:34]2[CH:39]=[CH:38][CH:37]=[CH:36][CH:35]=2)[C@@H:8]([CH2:9][O:10][CH2:11][C:12]2[CH:17]=[CH:16][CH:15]=[CH:14][CH:13]=2)[O:7][C@@H:6]([N:18]2[CH:26]=[C:24]([CH3:25])[C:22](=[O:23])[NH:21][C:19]2=[O:20])[C@@H:5]1[O:27]S(C)(=O)=O)[CH:2]=[CH2:3]. (2) The reactants are: [OH:1][C:2]1[CH:9]=[CH:8][C:5]([CH:6]=[O:7])=[CH:4][CH:3]=1.C(=O)([O-])[O-].[K+].[K+].[CH3:16][O:17][C:18](=[O:21])[CH2:19]Br. Given the product [CH:6]([C:5]1[CH:8]=[CH:9][C:2]([O:1][CH2:19][C:18]([O:17][CH3:16])=[O:21])=[CH:3][CH:4]=1)=[O:7], predict the reactants needed to synthesize it. (3) Given the product [C:32]([Si:29]([CH3:31])([CH3:30])[O:28][C:25]1[CH:24]=[CH:23][C:22]([C:19]2[C:18]([C:36]3[CH:37]=[CH:38][CH:39]=[CH:40][CH:41]=3)=[C:17]([C:14]3([C:12](=[O:11])[CH3:2])[CH2:16][CH2:15]3)[O:21][N:20]=2)=[CH:27][CH:26]=1)([CH3:33])([CH3:34])[CH3:35], predict the reactants needed to synthesize it. The reactants are: N1CCOC[CH2:2]1.C[Mg]Br.C[O:11][C:12]([C:14]1([C:17]2[O:21][N:20]=[C:19]([C:22]3[CH:27]=[CH:26][C:25]([O:28][Si:29]([C:32]([CH3:35])([CH3:34])[CH3:33])([CH3:31])[CH3:30])=[CH:24][CH:23]=3)[C:18]=2[C:36]2[CH:41]=[CH:40][CH:39]=[CH:38][CH:37]=2)[CH2:16][CH2:15]1)=O. (4) Given the product [NH2:24][C:9]12[CH2:10][CH:11]3[CH2:15][C:7]([N:3]4[CH2:4][CH2:5][CH2:6][C:2]4=[O:1])([CH2:14][CH:13]1[CH2:12]3)[CH2:8]2, predict the reactants needed to synthesize it. The reactants are: [O:1]=[C:2]1[CH2:6][CH2:5][CH2:4][N:3]1[C:7]12[CH2:15][CH:11]3[CH2:12][CH:13]([CH2:14]1)[C:9](C(O)=O)([CH2:10]3)[CH2:8]2.OS(O)(=O)=O.[N-:24]=[N+]=[N-].[Na+]. (5) Given the product [NH2:12][C:11]1[C:10]([O:15][CH3:16])=[CH:9][C:5]([C:6]([OH:8])=[O:7])=[C:4]([F:17])[CH:3]=1, predict the reactants needed to synthesize it. The reactants are: C([C:3]1[C:4]([F:17])=[C:5]([CH:9]=[C:10]([O:15][CH3:16])[C:11]=1[N+:12]([O-])=O)[C:6]([OH:8])=[O:7])C.CC(O)=O. (6) Given the product [F:1][C:2]([F:7])([F:6])[C:3]([OH:5])=[O:4].[Cl:8][C:9]1[CH:32]=[CH:31][C:12]([C:13]([N:15]2[CH2:21][C:20]3[CH:22]=[CH:23][CH:24]=[CH:25][C:19]=3[N:18]([CH2:26][C:27]([NH:33][CH2:34][CH2:35][C:36]3[CH:37]=[N:38][CH:39]=[CH:40][CH:41]=3)=[O:29])[C:17](=[O:30])[CH2:16]2)=[O:14])=[CH:11][CH:10]=1, predict the reactants needed to synthesize it. The reactants are: [F:1][C:2]([F:7])([F:6])[C:3]([OH:5])=[O:4].[Cl:8][C:9]1[CH:32]=[CH:31][C:12]([C:13]([N:15]2[CH2:21][C:20]3[CH:22]=[CH:23][CH:24]=[CH:25][C:19]=3[N:18]([CH2:26][C:27]([OH:29])=O)[C:17](=[O:30])[CH2:16]2)=[O:14])=[CH:11][CH:10]=1.[NH2:33][CH2:34][CH2:35][C:36]1[CH:37]=[N:38][CH:39]=[CH:40][CH:41]=1.C(N(CC)CC)C.